Predict the product of the given reaction. From a dataset of Forward reaction prediction with 1.9M reactions from USPTO patents (1976-2016). (1) The product is: [N:11]1[CH:16]=[CH:15][C:14]([C:2]2[CH:7]=[CH:6][N:5]3[CH:8]=[CH:9][N:10]=[C:4]3[CH:3]=2)=[CH:13][CH:12]=1. Given the reactants Cl[C:2]1[CH:7]=[CH:6][N:5]2[CH:8]=[CH:9][N:10]=[C:4]2[CH:3]=1.[N:11]1[CH:16]=[CH:15][C:14](B(O)O)=[CH:13][CH:12]=1.CC(C1C=C(C(C)C)C(C2C=CC=CC=2P(C2CCCCC2)C2CCCCC2)=C(C(C)C)C=1)C.[O-]P([O-])([O-])=O.[K+].[K+].[K+], predict the reaction product. (2) Given the reactants [CH:1]([N:4]1[C:8]([C:9]2[C:14]([CH2:15][O:16][C:17]3[C:22]([CH:23]=[O:24])=[C:21]([O:25]C)[C:20]([O:27]C)=[CH:19][CH:18]=3)=[CH:13][CH:12]=[CH:11][N:10]=2)=[CH:7][CH:6]=[N:5]1)([CH3:3])[CH3:2].B(Br)(Br)Br, predict the reaction product. The product is: [OH:25][C:21]1[C:20]([OH:27])=[CH:19][CH:18]=[C:17]([O:16][CH2:15][C:14]2[C:9]([C:8]3[N:4]([CH:1]([CH3:3])[CH3:2])[N:5]=[CH:6][CH:7]=3)=[N:10][CH:11]=[CH:12][CH:13]=2)[C:22]=1[CH:23]=[O:24]. (3) Given the reactants Br[C:2]1[CH:7]=[C:6]([Cl:8])[CH:5]=[CH:4][C:3]=1[C:9]([N:11]1[CH2:16][CH2:15][N:14]([C:17]2[C:22]([CH3:23])=[CH:21][C:20]([CH3:24])=[CH:19][N:18]=2)[CH2:13][CH2:12]1)=[O:10].[C:25]([N:28]1[CH2:32][CH2:31][NH:30][C:29]1=[O:33])(=[O:27])[CH3:26], predict the reaction product. The product is: [C:25]([N:28]1[CH2:32][CH2:31][N:30]([C:2]2[CH:7]=[C:6]([Cl:8])[CH:5]=[CH:4][C:3]=2[C:9]([N:11]2[CH2:16][CH2:15][N:14]([C:17]3[C:22]([CH3:23])=[CH:21][C:20]([CH3:24])=[CH:19][N:18]=3)[CH2:13][CH2:12]2)=[O:10])[C:29]1=[O:33])(=[O:27])[CH3:26].